The task is: Binary Classification. Given a drug SMILES string, predict its activity (active/inactive) in a high-throughput screening assay against a specified biological target.. This data is from HIV replication inhibition screening data with 41,000+ compounds from the AIDS Antiviral Screen. (1) The molecule is CS(=O)(=O)c1c(N)c2nc(Cl)cn2c2nc3ccccc3nc12. The result is 0 (inactive). (2) The drug is Cc1cn(C2CC(Br)=NO2)c(=O)[nH]c1=O. The result is 0 (inactive).